This data is from Retrosynthesis with 50K atom-mapped reactions and 10 reaction types from USPTO. The task is: Predict the reactants needed to synthesize the given product. (1) Given the product N#Cc1ccc(N2CCC(N(C(=O)c3ccc(-c4cnco4)cc3)C3CC3)CC2)nc1, predict the reactants needed to synthesize it. The reactants are: N#Cc1ccc(Cl)nc1.O=C(c1ccc(-c2cnco2)cc1)N(C1CCNCC1)C1CC1. (2) Given the product CC(C)(C)OC(=O)N1C[C@H](OS(C)(=O)=O)C[C@H]1C(N)=O, predict the reactants needed to synthesize it. The reactants are: CC(C)(C)OC(=O)N1C[C@H](O)C[C@H]1C(N)=O.CS(=O)(=O)Cl. (3) Given the product Cc1ncnc2c1c(NCc1ccc(O)cc1)cc(=O)n2OCc1ccccc1, predict the reactants needed to synthesize it. The reactants are: COCOc1ccc(CNc2cc(=O)n(OCc3ccccc3)c3ncnc(C)c23)cc1. (4) Given the product CCOC(=O)c1csc(N2CCNCC2)n1, predict the reactants needed to synthesize it. The reactants are: CCOC(=O)c1csc(N2CCN(C(=O)OC(C)(C)C)CC2)n1. (5) Given the product CCNCCCN1c2ccccc2N(c2ccc(Cl)cc2)S1(=O)=O, predict the reactants needed to synthesize it. The reactants are: CCN.O=S1(=O)N(CCCBr)c2ccccc2N1c1ccc(Cl)cc1. (6) Given the product CCOc1cc(Cl)c(S(C)(=O)=O)cc1C1=NC(C)(c2ccc(Cl)cc2)C(C)(c2ccc(Cl)cc2)N1C(=O)Cl, predict the reactants needed to synthesize it. The reactants are: CCOc1cc(Cl)c(S(C)(=O)=O)cc1C1=NC(C)(c2ccc(Cl)cc2)C(C)(c2ccc(Cl)cc2)N1.O=C(Cl)Cl. (7) The reactants are: CC1Cc2ccc([N+](=O)[O-])cc2CN1. Given the product CC1Cc2ccc(N)cc2CN1, predict the reactants needed to synthesize it.